This data is from Reaction yield outcomes from USPTO patents with 853,638 reactions. The task is: Predict the reaction yield, written as a fraction of the theoretical maximum amount of product (1.0 means a 100% yield; for example, 0.34 means a 34% yield). The reactants are [CH3:1][C@@H:2]1[CH2:6][CH2:5][C:4](=O)[CH:3]1[C:8]([O:10]CC)=O.[NH2:13][C:14]([NH2:16])=[S:15].[OH-].[K+]. The catalyst is C(O)C.O. The product is [SH:15][C:14]1[N:13]=[C:8]([OH:10])[C:3]2[C@H:2]([CH3:1])[CH2:6][CH2:5][C:4]=2[N:16]=1. The yield is 0.560.